Predict the product of the given reaction. From a dataset of Forward reaction prediction with 1.9M reactions from USPTO patents (1976-2016). Given the reactants [NH:1]1[CH2:6][CH2:5][NH:4][CH2:3][CH:2]1[C:7]([OH:9])=[O:8].[OH-].[Na+].[CH3:24][C:23]([O:22][C:20](O[C:20]([O:22][C:23]([CH3:26])([CH3:25])[CH3:24])=[O:21])=[O:21])([CH3:26])[CH3:25].Cl[C:28]([O:30][CH2:31][C:32]1[CH:37]=[CH:36][CH:35]=[CH:34][CH:33]=1)=[O:29].Cl, predict the reaction product. The product is: [CH2:31]([O:30][C:28]([N:1]1[CH2:6][CH2:5][N:4]([C:20]([O:22][C:23]([CH3:24])([CH3:25])[CH3:26])=[O:21])[CH2:3][CH:2]1[C:7]([OH:9])=[O:8])=[O:29])[C:32]1[CH:37]=[CH:36][CH:35]=[CH:34][CH:33]=1.